This data is from Forward reaction prediction with 1.9M reactions from USPTO patents (1976-2016). The task is: Predict the product of the given reaction. Given the reactants Cl.[CH3:2][NH:3][O:4][CH3:5].C[Al](C)C.[O:10]1[CH2:15][CH2:14][CH2:13][CH2:12][C:11]1=[O:16].Cl, predict the reaction product. The product is: [OH:10][CH2:15][CH2:14][CH2:13][CH2:12][C:11]([N:3]([O:4][CH3:5])[CH3:2])=[O:16].